Dataset: Full USPTO retrosynthesis dataset with 1.9M reactions from patents (1976-2016). Task: Predict the reactants needed to synthesize the given product. (1) Given the product [CH3:14][C@@H:15]1[CH2:20][CH2:19][CH2:18][CH2:17][C@@H:16]1[NH:21][C:2]1[C:3]2[N:4]([CH:10]=[CH:11][CH:12]=2)[N:5]=[CH:6][C:7]=1[C:8]#[N:9], predict the reactants needed to synthesize it. The reactants are: Cl[C:2]1[C:3]2[N:4]([CH:10]=[CH:11][CH:12]=2)[N:5]=[CH:6][C:7]=1[C:8]#[N:9].Cl.[CH3:14][C@@H:15]1[CH2:20][CH2:19][CH2:18][CH2:17][C@@H:16]1[NH2:21].C(N(CC)CC)C. (2) Given the product [Si:1]([O:8][C@@H:9]1[C@@:37]2([CH3:38])[C:13](=[CH:14][CH:15]=[C:16]3[C@@H:36]2[CH2:35][CH2:34][C@@:33]2([CH3:39])[C@H:17]3[CH2:18][CH:19]=[C:20]2[C@@H:21]([S:23][CH2:24][CH2:43][CH2:44][C:45]([CH3:55])([O:47][Si:48]([CH2:49][CH3:50])([CH2:53][CH3:54])[CH2:51][CH3:52])[CH3:46])[CH3:22])[CH2:12][C@@H:11]([OH:40])[CH2:10]1)([C:4]([CH3:7])([CH3:6])[CH3:5])([CH3:2])[CH3:3], predict the reactants needed to synthesize it. The reactants are: [Si:1]([O:8][C@@H:9]1[C@@:37]2([CH3:38])[C:13](=[CH:14][CH:15]=[C:16]3[C@@H:36]2[CH2:35][CH2:34][C@@:33]2([CH3:39])[C@H:17]3[CH2:18][CH:19]=[C:20]2[C@@H:21]([S:23][C:24](OC2C=CC=CC=2)=O)[CH3:22])[CH2:12][C@@H:11]([OH:40])[CH2:10]1)([C:4]([CH3:7])([CH3:6])[CH3:5])([CH3:3])[CH3:2].BrC[CH2:43][CH2:44][C:45]([CH3:55])([O:47][Si:48]([CH2:53][CH3:54])([CH2:51][CH3:52])[CH2:49][CH3:50])[CH3:46].O1CCCC1.[OH-].[K+]. (3) Given the product [CH2:1]([NH:3][C:4]([NH:6][C:7]1[CH:8]=[CH:9][C:10]([C:13]2[N:14]=[C:15]([N:23]3[CH2:28][CH2:27][O:26][CH2:25][C@@H:24]3[CH3:29])[C:16]3[CH2:22][CH2:21][N:20]([C:33]4[CH:32]=[C:31]([CH3:30])[N:36]=[CH:35][N:34]=4)[CH2:19][C:17]=3[N:18]=2)=[CH:11][CH:12]=1)=[O:5])[CH3:2], predict the reactants needed to synthesize it. The reactants are: [CH2:1]([NH:3][C:4]([NH:6][C:7]1[CH:12]=[CH:11][C:10]([C:13]2[N:14]=[C:15]([N:23]3[CH2:28][CH2:27][O:26][CH2:25][C@@H:24]3[CH3:29])[C:16]3[CH2:22][CH2:21][NH:20][CH2:19][C:17]=3[N:18]=2)=[CH:9][CH:8]=1)=[O:5])[CH3:2].[CH3:30][C:31]1[N:36]=[CH:35][N:34]=[C:33](Cl)[CH:32]=1. (4) Given the product [NH:1]1[C:5]2=[N:6][C:7]([C:10]([O:12][CH3:13])=[O:11])=[CH:8][CH:9]=[C:4]2[CH:3]=[CH:2]1, predict the reactants needed to synthesize it. The reactants are: [NH:1]1[C:5]2=[N:6][C:7]([C:10]([OH:12])=[O:11])=[CH:8][CH:9]=[C:4]2[CH:3]=[CH:2]1.[CH3:13][Si](C=[N+]=[N-])(C)C. (5) Given the product [C:34]([NH:23][S:20]([C:16]1[CH:17]=[CH:18][CH:19]=[C:14]([C:10]2[N:9]=[C:8]([C:6]3[CH:5]=[C:4]([C:24]4[CH:29]=[CH:28][C:27]([C:30]([F:33])([F:31])[F:32])=[CH:26][CH:25]=4)[CH:3]=[C:2]([CH3:1])[N:7]=3)[CH:13]=[CH:12][CH:11]=2)[CH:15]=1)(=[O:21])=[O:22])(=[O:38])[CH2:35][CH2:36][CH3:37], predict the reactants needed to synthesize it. The reactants are: [CH3:1][C:2]1[N:7]=[C:6]([C:8]2[CH:13]=[CH:12][CH:11]=[C:10]([C:14]3[CH:15]=[C:16]([S:20]([NH2:23])(=[O:22])=[O:21])[CH:17]=[CH:18][CH:19]=3)[N:9]=2)[CH:5]=[C:4]([C:24]2[CH:29]=[CH:28][C:27]([C:30]([F:33])([F:32])[F:31])=[CH:26][CH:25]=2)[CH:3]=1.[C:34](O[C:34](=[O:38])[CH2:35][CH2:36][CH3:37])(=[O:38])[CH2:35][CH2:36][CH3:37]. (6) Given the product [Cl:1][C:2]1[C:7]([F:8])=[C:6]([C:9]([NH:12][CH2:13][CH2:14][OH:15])=[O:11])[CH:5]=[CH:4][N:3]=1, predict the reactants needed to synthesize it. The reactants are: [Cl:1][C:2]1[C:7]([F:8])=[C:6]([C:9]([OH:11])=O)[CH:5]=[CH:4][N:3]=1.[NH2:12][CH2:13][CH2:14][OH:15]. (7) The reactants are: [C:1]1([C:11]2C3C([C:18]([C:28]4[C:37]5C(=CC=CC=5)C=CC=4)=[C:19]4[C:24]=2[CH:23]=[C:22](B(O)O)[CH:21]=[CH:20]4)=CC=CC=3)[C:10]2[C:5](=[CH:6][CH:7]=[CH:8][CH:9]=2)[CH:4]=[CH:3][CH:2]=1.Br[C:39]1[CH:44]=[CH:43][CH:42]=[CH:41][C:40]=1[N+:45]([O-:47])=[O:46].C([O-])([O-])=O.[K+].[K+].O1[CH2:59][CH2:58]OCC1. Given the product [N+:45]([C:40]1[CH:41]=[CH:42][CH:43]=[CH:44][C:39]=1[C:11]1[CH:1]=[CH:2][C:3]2[C:23](=[C:22]([C:59]3[CH:58]=[CH:9][C:10]4[C:1](=[CH:2][CH:3]=[CH:4][CH:5]=4)[CH:11]=3)[C:21]3[C:20]([C:4]=2[C:5]2[CH:10]=[CH:9][C:8]4[C:7](=[CH:28][CH:18]=[CH:19][CH:20]=4)[CH:6]=2)=[CH:19][CH:18]=[CH:28][CH:37]=3)[CH:24]=1)([O-:47])=[O:46], predict the reactants needed to synthesize it.